Dataset: Reaction yield outcomes from USPTO patents with 853,638 reactions. Task: Predict the reaction yield, written as a fraction of the theoretical maximum amount of product (1.0 means a 100% yield; for example, 0.34 means a 34% yield). (1) The reactants are [F:1][C:2]1[CH:7]=[CH:6][CH:5]=[CH:4][C:3]=1[O:8][C:9]1[CH:14]=[CH:13][C:12]([N+:15]([O-])=O)=[CH:11][CH:10]=1.[NH4+].[Cl-]. The catalyst is CO.O.[Fe]. The product is [F:1][C:2]1[CH:7]=[CH:6][CH:5]=[CH:4][C:3]=1[O:8][C:9]1[CH:14]=[CH:13][C:12]([NH2:15])=[CH:11][CH:10]=1. The yield is 0.730. (2) The reactants are C[O:2][C:3]([C:5]1[C:10]([Cl:11])=[C:9]([NH2:12])[N:8]=[C:7]([C:13]2[CH:18]=[CH:17][C:16]([Cl:19])=[C:15]([O:20][CH3:21])[C:14]=2[F:22])[N:6]=1)=[O:4].[OH-].[Na+].Cl. The catalyst is CO. The product is [NH2:12][C:9]1[N:8]=[C:7]([C:13]2[CH:18]=[CH:17][C:16]([Cl:19])=[C:15]([O:20][CH3:21])[C:14]=2[F:22])[N:6]=[C:5]([C:3]([OH:4])=[O:2])[C:10]=1[Cl:11]. The yield is 0.667. (3) The reactants are [F:1][C:2]1[CH:3]=[C:4]([C:30]2[C:31]([C:36]#[N:37])=[CH:32][CH:33]=[CH:34][CH:35]=2)[CH:5]=[CH:6][C:7]=1[CH2:8][C:9]1[C:10](=[O:29])[N:11]([C@H:22]2[CH2:27][CH2:26][C@H:25]([OH:28])[CH2:24][CH2:23]2)[C:12]2[N:13]([N:18]=[C:19]([CH3:21])[N:20]=2)[C:14]=1[CH2:15][CH2:16][CH3:17].C([O:40]C(=O)C(C)C[N+]#N)C.[C:48]1([CH3:54])[CH:53]=CC=[CH:50][CH:49]=1. The catalyst is C([O-])(=O)C.[Rh+]. The product is [F:1][C:2]1[CH:3]=[C:4]([C:30]2[C:31]([C:36]#[N:37])=[CH:32][CH:33]=[CH:34][CH:35]=2)[CH:5]=[CH:6][C:7]=1[CH2:8][C:9]1[C:10](=[O:29])[N:11]([C@H:22]2[CH2:23][CH2:24][C@H:25]([O:28][CH:49]([CH3:50])[C:48]([OH:40])([CH3:54])[CH3:53])[CH2:26][CH2:27]2)[C:12]2[N:13]([N:18]=[C:19]([CH3:21])[N:20]=2)[C:14]=1[CH2:15][CH2:16][CH3:17]. The yield is 0.500. (4) The reactants are [C:1]([O:5][C:6](=[O:19])[NH:7][CH2:8][CH2:9][CH2:10][CH2:11][C:12]1[CH:17]=[CH:16][C:15]([OH:18])=[CH:14][CH:13]=1)([CH3:4])([CH3:3])[CH3:2].C([O-])([O-])=O.[Cs+].[Cs+].I[CH2:27][C:28]#[N:29]. The catalyst is CN(C=O)C. The product is [C:1]([O:5][C:6](=[O:19])[NH:7][CH2:8][CH2:9][CH2:10][CH2:11][C:12]1[CH:13]=[CH:14][C:15]([O:18][CH2:27][C:28]#[N:29])=[CH:16][CH:17]=1)([CH3:4])([CH3:2])[CH3:3]. The yield is 0.380. (5) The yield is 0.0700. The reactants are [C:1]1(B(O)O)[CH:6]=[CH:5][CH:4]=[CH:3][CH:2]=1.Cl[C:11]1[N:16]=[N:15][C:14]([C:17]([NH:19][CH2:20][CH2:21][C:22]2[C:30]3[C:25](=[CH:26][CH:27]=[C:28]([Cl:31])[CH:29]=3)[NH:24][CH:23]=2)=[O:18])=[CH:13][CH:12]=1.[I-].[Na+].C(=O)([O-])[O-].[Na+].[Na+]. The product is [Cl:31][C:28]1[CH:29]=[C:30]2[C:25](=[CH:26][CH:27]=1)[NH:24][CH:23]=[C:22]2[CH2:21][CH2:20][NH:19][C:17]([C:14]1[N:15]=[N:16][C:11]([C:1]2[CH:6]=[CH:5][CH:4]=[CH:3][CH:2]=2)=[CH:12][CH:13]=1)=[O:18]. The catalyst is C(COC)OC.O.C1C=CC(P(C2C=CC=CC=2)[C-]2C=CC=C2)=CC=1.C1C=CC(P(C2C=CC=CC=2)[C-]2C=CC=C2)=CC=1.Cl[Pd]Cl.[Fe+2].C(OCC)(=O)C. (6) The reactants are [NH2:1][C:2]1[N:7]=[CH:6][N:5]=[C:4]2[N:8]([CH2:25][C@@H:26]3[CH2:30][CH2:29][CH2:28][N:27]3[C:31](=[O:35])[CH2:32][C:33]#[N:34])[N:9]=[C:10]([C:11]3[CH:16]=[CH:15][C:14]([O:17][C:18]4[CH:23]=[CH:22][CH:21]=[CH:20][CH:19]=4)=[CH:13][C:12]=3[F:24])[C:3]=12.[CH2:36]([N:38]([C:46]([CH3:50])([CH3:49])[CH:47]=O)[C:39](=[O:45])[O:40][C:41]([CH3:44])([CH3:43])[CH3:42])[CH3:37].N1CCCCC1. The catalyst is O1CCOCC1.CC(O)=O. The product is [NH2:1][C:2]1[N:7]=[CH:6][N:5]=[C:4]2[N:8]([CH2:25][C@@H:26]3[CH2:30][CH2:29][CH2:28][N:27]3[C:31](=[O:35])[C:32]([C:33]#[N:34])=[CH:50][C:46]([N:38]([CH2:36][CH3:37])[C:39](=[O:45])[O:40][C:41]([CH3:44])([CH3:43])[CH3:42])([CH3:47])[CH3:49])[N:9]=[C:10]([C:11]3[CH:16]=[CH:15][C:14]([O:17][C:18]4[CH:19]=[CH:20][CH:21]=[CH:22][CH:23]=4)=[CH:13][C:12]=3[F:24])[C:3]=12. The yield is 0.190.